This data is from Catalyst prediction with 721,799 reactions and 888 catalyst types from USPTO. The task is: Predict which catalyst facilitates the given reaction. Reactant: [N:1]([CH2:4][C:5]([OH:7])=O)=[N+:2]=[N-:3].[C:8]([O:12][C@H:13]1[CH2:17][NH:16][C@H:15]([C:18]([NH:20][CH2:21][C:22]2[CH:27]=[CH:26][C:25]([Cl:28])=[CH:24][CH:23]=2)=[O:19])[CH2:14]1)([CH3:11])([CH3:10])[CH3:9].CCN(C(C)C)C(C)C.C1C=CC2N(O)N=NC=2C=1.C(Cl)CCl. Product: [N:1]([CH2:4][C:5]([N:16]1[CH2:17][C@H:13]([O:12][C:8]([CH3:11])([CH3:9])[CH3:10])[CH2:14][C@H:15]1[C:18]([NH:20][CH2:21][C:22]1[CH:23]=[CH:24][C:25]([Cl:28])=[CH:26][CH:27]=1)=[O:19])=[O:7])=[N+:2]=[N-:3]. The catalyst class is: 59.